Dataset: Forward reaction prediction with 1.9M reactions from USPTO patents (1976-2016). Task: Predict the product of the given reaction. (1) The product is: [O:16]=[C:14]1[NH:13][C:9]2=[N:10][CH:11]=[CH:12][C:7]([O:6][C:5]3[CH:17]=[CH:18][C:2]([NH:1][C:28]([NH:27][C:24]4[CH:25]=[CH:26][C:21]([Cl:20])=[C:22]([C:30]([F:32])([F:31])[F:33])[CH:23]=4)=[O:29])=[C:3]([F:19])[CH:4]=3)=[C:8]2[NH:15]1. Given the reactants [NH2:1][C:2]1[CH:18]=[CH:17][C:5]([O:6][C:7]2[CH:12]=[CH:11][N:10]=[C:9]3[NH:13][C:14](=[O:16])[NH:15][C:8]=23)=[CH:4][C:3]=1[F:19].[Cl:20][C:21]1[CH:26]=[CH:25][C:24]([N:27]=[C:28]=[O:29])=[CH:23][C:22]=1[C:30]([F:33])([F:32])[F:31], predict the reaction product. (2) Given the reactants [CH3:1][O:2][C:3]1[CH:12]=[CH:11][CH:10]=[C:9]2[C:4]=1[CH:5]=[CH:6][N:7]=[CH:8]2.[Br:13]Br.C([O-])([O-])=O.[K+].[K+], predict the reaction product. The product is: [CH3:1][O:2][C:3]1[CH:12]=[CH:11][C:10]([Br:13])=[C:9]2[C:4]=1[CH:5]=[CH:6][N:7]=[CH:8]2. (3) Given the reactants [N+:1]([O-:4])(O)=[O:2].[CH:5]([NH:7][C:8]1[CH:9]=[C:10]([C:14]([Br:18])=[CH:15][C:16]=1[CH3:17])[C:11]([OH:13])=[O:12])=[O:6], predict the reaction product. The product is: [CH:5]([NH:7][C:8]1[C:9]([N+:1]([O-:4])=[O:2])=[C:10]([C:14]([Br:18])=[CH:15][C:16]=1[CH3:17])[C:11]([OH:13])=[O:12])=[O:6]. (4) Given the reactants [CH3:1][CH2:2][O:3][C:4]([CH:6](P(OCC)(OCC)=O)[F:7])=[O:5].[CH2:16]([O:18][C:19]1[C:20]([C:33](=O)[CH2:34][CH3:35])=[CH:21][C:22]2[C:23]([CH2:31][CH3:32])=[CH:24][CH2:25][C:26]([CH3:30])([CH3:29])[C:27]=2[CH:28]=1)[CH3:17], predict the reaction product. The product is: [CH2:16]([O:18][C:19]1[C:20](/[C:33](/[CH2:34][CH3:35])=[C:6](/[F:7])\[C:4]([O:3][CH2:2][CH3:1])=[O:5])=[CH:21][C:22]2[C:23]([CH2:31][CH3:32])=[CH:24][CH2:25][C:26]([CH3:29])([CH3:30])[C:27]=2[CH:28]=1)[CH3:17]. (5) Given the reactants C(S[C:6]1[N:14]=[C:13]2[C:9]([N:10]=[CH:11][N:12]2[CH:15]2[CH2:19][CH2:18][CH2:17][O:16]2)=[C:8]([NH2:20])[N:7]=1)CCC.Cl[C:22]1[CH:27]=CC=[C:24](C(OO)=O)[CH:23]=1.[S:32](=[O:35])(O)[O-:33].[Na+], predict the reaction product. The product is: [CH2:27]([S:32]([C:6]1[N:14]=[C:13]2[C:9]([N:10]=[CH:11][N:12]2[CH:15]2[CH2:19][CH2:18][CH2:17][O:16]2)=[C:8]([NH2:20])[N:7]=1)(=[O:35])=[O:33])[CH2:22][CH2:23][CH3:24]. (6) Given the reactants I[C:2]1[C:10]2[C:5](=[N:6][CH:7]=[N:8][C:9]=2[NH2:11])[NH:4][N:3]=1.[F:12][C:13]1[CH:14]=[C:15](B(O)O)[CH:16]=[C:17]([O:19][CH3:20])[CH:18]=1, predict the reaction product. The product is: [F:12][C:13]1[CH:14]=[C:15]([C:2]2[C:10]3[C:5](=[N:6][CH:7]=[N:8][C:9]=3[NH2:11])[NH:4][N:3]=2)[CH:16]=[C:17]([O:19][CH3:20])[CH:18]=1. (7) Given the reactants [F:1][C:2]([F:26])([F:25])[CH2:3][N:4]1[C:8]([C:9]2[S:10][C:11]3[CH2:12][CH2:13][O:14][C:15]4[CH:22]=[C:21](NC)[CH:20]=[CH:19][C:16]=4[C:17]=3[N:18]=2)=[N:7][CH:6]=[N:5]1.[CH:27]([N:30](C(C)C)CC)(C)C.[NH:36]1[CH:40]=[C:39]([C:41]([OH:43])=O)[CH:38]=[N:37]1.F[P-](F)(F)(F)(F)F.N1(OC(N(C)C)=[N+](C)C)C2N=CC=CC=2N=N1, predict the reaction product. The product is: [F:1][C:2]([F:26])([F:25])[CH2:3][N:4]1[C:8]([C:9]2[S:10][C:11]3[CH2:12][CH2:13][O:14][C:15]4[CH:22]=[C:21]([CH2:27][NH:30][C:41]([C:39]5[CH:38]=[N:37][NH:36][CH:40]=5)=[O:43])[CH:20]=[CH:19][C:16]=4[C:17]=3[N:18]=2)=[N:7][CH:6]=[N:5]1.